Dataset: Catalyst prediction with 721,799 reactions and 888 catalyst types from USPTO. Task: Predict which catalyst facilitates the given reaction. (1) Reactant: [Br:1][C:2]1[CH:3]=[C:4]([C:9](=[O:11])[CH3:10])[CH:5]=[CH:6][C:7]=1[F:8].[H-].[Na+].[C:14](O[C:14](=[O:21])[C:15]1[CH:20]=[CH:19][CH:18]=[CH:17][CH:16]=1)(=[O:21])[C:15]1[CH:20]=[CH:19][CH:18]=[CH:17][CH:16]=1. Product: [Br:1][C:2]1[CH:3]=[C:4]([C:9](=[O:11])[CH2:10][C:14]([C:15]2[CH:20]=[CH:19][CH:18]=[CH:17][CH:16]=2)=[O:21])[CH:5]=[CH:6][C:7]=1[F:8]. The catalyst class is: 7. (2) Reactant: C(N(CC)CC)C.[CH3:8][N:9]([CH3:13])[C:10](Cl)=[O:11].[CH3:14][C:15]1[N:19]([C:20]2[CH:25]=[CH:24][C:23]([C:26]([F:29])([F:28])[F:27])=[CH:22][N:21]=2)[N:18]=[CH:17][C:16]=1[C:30]([NH:32][C:33]1[CH:34]=[N:35][C:36]([C:40]2[CH2:41][CH2:42][NH:43][CH2:44][CH:45]=2)=[C:37]([CH3:39])[CH:38]=1)=[O:31].ClCCl. Product: [CH3:8][N:9]([CH3:13])[C:10]([N:43]1[CH2:44][CH:45]=[C:40]([C:36]2[N:35]=[CH:34][C:33]([NH:32][C:30]([C:16]3[CH:17]=[N:18][N:19]([C:20]4[CH:25]=[CH:24][C:23]([C:26]([F:29])([F:28])[F:27])=[CH:22][N:21]=4)[C:15]=3[CH3:14])=[O:31])=[CH:38][C:37]=2[CH3:39])[CH2:41][CH2:42]1)=[O:11]. The catalyst class is: 40.